From a dataset of Full USPTO retrosynthesis dataset with 1.9M reactions from patents (1976-2016). Predict the reactants needed to synthesize the given product. (1) Given the product [ClH:22].[NH2:11][CH2:10][C:9]1[CH:8]=[C:7]([N:6]2[CH2:5][CH2:4][O:3][C:2]2=[O:1])[CH:21]=[CH:20][CH:19]=1, predict the reactants needed to synthesize it. The reactants are: [O:1]=[C:2]1[N:6]([C:7]2[CH:8]=[C:9]([CH:19]=[CH:20][CH:21]=2)[CH2:10][NH:11]C(=O)OC(C)(C)C)[CH2:5][CH2:4][O:3]1.[ClH:22]. (2) Given the product [CH2:13]([O:12][C:10]([N:9]1[C:5]([C:3](=[O:2])[NH:43][CH2:38][CH2:39][CH2:40][CH2:41][CH3:42])=[CH:6][C:7]([N:20]2[CH2:25][CH2:24][N:23]([C:26](=[O:37])[C:27]3[CH:32]=[CH:31][CH:30]=[CH:29][C:28]=3[C:33]([F:34])([F:36])[F:35])[CH2:22][CH2:21]2)=[N:8]1)=[O:11])[C:14]1[CH:19]=[CH:18][CH:17]=[CH:16][CH:15]=1, predict the reactants needed to synthesize it. The reactants are: C[O:2][C:3]([C:5]1[N:9]([C:10]([O:12][CH2:13][C:14]2[CH:19]=[CH:18][CH:17]=[CH:16][CH:15]=2)=[O:11])[N:8]=[C:7]([N:20]2[CH2:25][CH2:24][N:23]([C:26](=[O:37])[C:27]3[CH:32]=[CH:31][CH:30]=[CH:29][C:28]=3[C:33]([F:36])([F:35])[F:34])[CH2:22][CH2:21]2)[CH:6]=1)=O.[CH2:38]([NH2:43])[CH2:39][CH2:40][CH2:41][CH3:42].[C-]#N.[Na+]. (3) Given the product [CH3:36][O:35][CH2:34][C@@H:30]1[CH2:31][CH2:32][CH2:33][N:29]1[C:27]1[CH:28]=[C:23]([C:8]2[CH:7]=[C:6]3[C:11](=[CH:10][CH:9]=2)[N:2]([CH3:1])[C:3](=[O:21])[CH2:4][CH2:5]3)[CH:24]=[N:25][CH:26]=1, predict the reactants needed to synthesize it. The reactants are: [CH3:1][N:2]1[C:11]2[C:6](=[CH:7][C:8](B3OC(C)(C)C(C)(C)O3)=[CH:9][CH:10]=2)[CH2:5][CH2:4][C:3]1=[O:21].Br[C:23]1[CH:24]=[N:25][CH:26]=[C:27]([N:29]2[CH2:33][CH2:32][CH2:31][C@H:30]2[CH2:34][O:35][CH3:36])[CH:28]=1. (4) Given the product [Cl:1][C:2]1[N:3]=[CH:4][C:5]2[N:20]=[N:21][N:8]([C:9]3[CH:10]=[C:11]4[C:16](=[CH:17][CH:18]=3)[N:15]=[C:14]([CH3:19])[CH:13]=[CH:12]4)[C:6]=2[N:7]=1, predict the reactants needed to synthesize it. The reactants are: [Cl:1][C:2]1[N:7]=[C:6]([NH:8][C:9]2[CH:10]=[C:11]3[C:16](=[CH:17][CH:18]=2)[N:15]=[C:14]([CH3:19])[CH:13]=[CH:12]3)[C:5]([NH2:20])=[CH:4][N:3]=1.[N:21](OCCCC)=O. (5) Given the product [F:10][C:11]([F:19])([F:20])[C:12]1[CH:17]=[CH:16][CH:15]=[CH:14][C:13]=1[O:18][C:2]1[CH:3]=[C:4]([CH:7]=[CH:8][CH:9]=1)[C:5]#[N:6], predict the reactants needed to synthesize it. The reactants are: F[C:2]1[CH:3]=[C:4]([CH:7]=[CH:8][CH:9]=1)[C:5]#[N:6].[F:10][C:11]([F:20])([F:19])[C:12]1[CH:17]=[CH:16][CH:15]=[CH:14][C:13]=1[OH:18].C(=O)([O-])[O-].[Cs+].[Cs+].Cl.